The task is: Predict the reactants needed to synthesize the given product.. This data is from Full USPTO retrosynthesis dataset with 1.9M reactions from patents (1976-2016). (1) Given the product [C:13]([O:1][C:2]1[CH:10]=[CH:9][C:5]([C:6]([OH:8])=[O:7])=[CH:4][CH:3]=1)(=[O:22])[CH2:14][CH2:15][CH2:16][CH2:17][CH2:18][CH2:19][CH2:20][CH3:21], predict the reactants needed to synthesize it. The reactants are: [OH:1][C:2]1[CH:10]=[CH:9][C:5]([C:6]([OH:8])=[O:7])=[CH:4][CH:3]=1.[OH-].[Na+].[C:13](Cl)(=[O:22])[CH2:14][CH2:15][CH2:16][CH2:17][CH2:18][CH2:19][CH2:20][CH3:21].Cl. (2) Given the product [Cl:1][C:2]1[CH:3]=[C:4]2[C:9](=[CH:10][CH:11]=1)[N:8]=[C:7]([O:12][CH3:13])[C:6]([NH:14][C:15]([N:30]1[CH2:29][CH2:28][N:27]([C:22]3[CH:23]=[CH:24][CH:25]=[CH:26][C:21]=3[Cl:20])[CH2:32][CH2:31]1)=[O:19])=[N:5]2, predict the reactants needed to synthesize it. The reactants are: [Cl:1][C:2]1[CH:3]=[C:4]2[C:9](=[CH:10][CH:11]=1)[N:8]=[C:7]([O:12][CH3:13])[C:6]([NH:14][C:15](=[O:19])OCC)=[N:5]2.[Cl:20][C:21]1[CH:26]=[CH:25][CH:24]=[CH:23][C:22]=1[N:27]1[CH2:32][CH2:31][NH:30][CH2:29][CH2:28]1.